Predict the reactants needed to synthesize the given product. From a dataset of Full USPTO retrosynthesis dataset with 1.9M reactions from patents (1976-2016). (1) Given the product [F:1][C:2]1[C:10]([C:11]2[CH:16]=[CH:15][C:14]([C:17]3([OH:21])[CH2:20][O:19][CH2:18]3)=[CH:13][CH:12]=2)=[C:9]([F:22])[CH:8]=[C:7]2[C:3]=1[C:4]([C:23]([OH:31])=[O:24])=[CH:5][NH:6]2, predict the reactants needed to synthesize it. The reactants are: [F:1][C:2]1[C:10]([C:11]2[CH:16]=[CH:15][C:14]([C:17]3([OH:21])[CH2:20][O:19][CH2:18]3)=[CH:13][CH:12]=2)=[C:9]([F:22])[CH:8]=[C:7]2[C:3]=1[C:4]([CH:23]=[O:24])=[CH:5][NH:6]2.CC(=CC)C.Cl([O-])=[O:31].[Na+].O.OP([O-])(O)=O.[Na+]. (2) Given the product [Cl:1][C:2]1[CH:3]=[C:4]([C:8]2[N:13]=[CH:12][C:11]([O:14][CH2:15][CH:16]3[CH2:21][CH2:20][N:19]([CH3:22])[CH2:18][CH2:17]3)=[CH:10][N:9]=2)[CH:5]=[CH:6][CH:7]=1, predict the reactants needed to synthesize it. The reactants are: [Cl:1][C:2]1[CH:3]=[C:4]([C:8]2[N:13]=[CH:12][C:11]([O:14][CH2:15][CH:16]3[CH2:21][CH2:20][N:19]([C:22](OC(C)(C)C)=O)[CH2:18][CH2:17]3)=[CH:10][N:9]=2)[CH:5]=[CH:6][CH:7]=1.CC(C[AlH]CC(C)C)C.O.O.O.O.O.O.O.O.O.O.S([O-])([O-])(=O)=O.[Na+].[Na+]. (3) Given the product [Br:1][C:2]1[CH:3]=[C:4]([NH:8][C:9]([CH3:14])([CH3:13])[C:10]([NH:18][CH2:17][C:16]([F:20])([F:19])[F:15])=[O:12])[CH:5]=[N:6][CH:7]=1, predict the reactants needed to synthesize it. The reactants are: [Br:1][C:2]1[CH:3]=[C:4]([NH:8][C:9]([CH3:14])([CH3:13])[C:10]([OH:12])=O)[CH:5]=[N:6][CH:7]=1.[F:15][C:16]([F:20])([F:19])[CH2:17][NH2:18].C1C=CC2N(O)N=NC=2C=1.CCN(C(C)C)C(C)C.C(Cl)CCl. (4) Given the product [Cl:19][C:13]1[C:14](=[O:18])[N:15]([CH3:17])[CH:16]=[C:11]([N:6]2[CH:5]([C:20]3[CH:21]=[CH:22][C:23]([Cl:26])=[CH:24][CH:25]=3)[C:4]3[C:1]([CH3:2])=[N:28][N:27]([C:29]4[C:30]([O:35][CH3:36])=[N:31][CH:32]=[CH:33][CH:34]=4)[C:8]=3[C:7]2=[O:10])[CH:12]=1, predict the reactants needed to synthesize it. The reactants are: [C:1]([C:4]1[CH:5]([C:20]2[CH:25]=[CH:24][C:23]([Cl:26])=[CH:22][CH:21]=2)[N:6]([C:11]2[CH:12]=[C:13]([Cl:19])[C:14](=[O:18])[N:15]([CH3:17])[CH:16]=2)[C:7](=[O:10])[C:8]=1O)(=O)[CH3:2].[NH:27]([C:29]1[C:30]([O:35][CH3:36])=[N:31][CH:32]=[CH:33][CH:34]=1)[NH2:28].S(=O)(=O)(O)N.CC(O)=O.